This data is from Catalyst prediction with 721,799 reactions and 888 catalyst types from USPTO. The task is: Predict which catalyst facilitates the given reaction. Reactant: [F:1][C:2]1[CH:7]=[C:6]([CH3:8])[CH:5]=[CH:4][C:3]=1[N:9]1[C:13]([S:14]([C:17]2[CH:18]=[N:19][CH:20]=[CH:21][CH:22]=2)(=[O:16])=[O:15])=[CH:12][C:11]([CH2:23][N:24](C)[C:25](=O)OC(C)(C)C)=[N:10]1.[C:33]([O:36]CC)(=[O:35])[CH3:34].[C:39]([O:42]CC)(=[O:41])[CH3:40].Cl. Product: [C:39]([OH:42])(=[O:41])/[CH:40]=[CH:34]/[C:33]([OH:36])=[O:35].[F:1][C:2]1[CH:7]=[C:6]([CH3:8])[CH:5]=[CH:4][C:3]=1[N:9]1[C:13]([S:14]([C:17]2[CH:18]=[N:19][CH:20]=[CH:21][CH:22]=2)(=[O:16])=[O:15])=[CH:12][C:11]([CH2:23][NH:24][CH3:25])=[N:10]1. The catalyst class is: 8.